Dataset: NCI-60 drug combinations with 297,098 pairs across 59 cell lines. Task: Regression. Given two drug SMILES strings and cell line genomic features, predict the synergy score measuring deviation from expected non-interaction effect. (1) Drug 1: C1=NC2=C(N1)C(=S)N=CN2. Drug 2: CN(CCCl)CCCl.Cl. Cell line: PC-3. Synergy scores: CSS=23.5, Synergy_ZIP=-4.22, Synergy_Bliss=-0.322, Synergy_Loewe=-1.76, Synergy_HSA=-0.672. (2) Drug 1: C1=CC(=C2C(=C1NCCNCCO)C(=O)C3=C(C=CC(=C3C2=O)O)O)NCCNCCO. Drug 2: CCN(CC)CCCC(C)NC1=C2C=C(C=CC2=NC3=C1C=CC(=C3)Cl)OC. Cell line: KM12. Synergy scores: CSS=44.7, Synergy_ZIP=-4.33, Synergy_Bliss=-4.11, Synergy_Loewe=0.477, Synergy_HSA=0.836. (3) Drug 1: CC1=C2C(C(=O)C3(C(CC4C(C3C(C(C2(C)C)(CC1OC(=O)C(C(C5=CC=CC=C5)NC(=O)OC(C)(C)C)O)O)OC(=O)C6=CC=CC=C6)(CO4)OC(=O)C)OC)C)OC. Drug 2: CC(CN1CC(=O)NC(=O)C1)N2CC(=O)NC(=O)C2. Cell line: SF-268. Synergy scores: CSS=24.0, Synergy_ZIP=-12.7, Synergy_Bliss=-15.1, Synergy_Loewe=-21.7, Synergy_HSA=-12.3. (4) Drug 1: CC1CCC2CC(C(=CC=CC=CC(CC(C(=O)C(C(C(=CC(C(=O)CC(OC(=O)C3CCCCN3C(=O)C(=O)C1(O2)O)C(C)CC4CCC(C(C4)OC)O)C)C)O)OC)C)C)C)OC. Drug 2: C(CCl)NC(=O)N(CCCl)N=O. Cell line: HCT116. Synergy scores: CSS=29.9, Synergy_ZIP=-0.888, Synergy_Bliss=-2.00, Synergy_Loewe=-18.6, Synergy_HSA=2.56. (5) Drug 2: CCCCC(=O)OCC(=O)C1(CC(C2=C(C1)C(=C3C(=C2O)C(=O)C4=C(C3=O)C=CC=C4OC)O)OC5CC(C(C(O5)C)O)NC(=O)C(F)(F)F)O. Cell line: TK-10. Synergy scores: CSS=54.5, Synergy_ZIP=1.91, Synergy_Bliss=1.74, Synergy_Loewe=-21.2, Synergy_HSA=1.06. Drug 1: C(=O)(N)NO. (6) Drug 1: COC1=CC(=CC(=C1O)OC)C2C3C(COC3=O)C(C4=CC5=C(C=C24)OCO5)OC6C(C(C7C(O6)COC(O7)C8=CC=CS8)O)O. Drug 2: CCCCCOC(=O)NC1=NC(=O)N(C=C1F)C2C(C(C(O2)C)O)O. Cell line: NCI/ADR-RES. Synergy scores: CSS=3.36, Synergy_ZIP=-0.125, Synergy_Bliss=2.09, Synergy_Loewe=1.21, Synergy_HSA=1.94. (7) Drug 1: CC1C(C(CC(O1)OC2CC(CC3=C2C(=C4C(=C3O)C(=O)C5=C(C4=O)C(=CC=C5)OC)O)(C(=O)C)O)N)O.Cl. Drug 2: C1=CC(=CC=C1CC(C(=O)O)N)N(CCCl)CCCl.Cl. Cell line: M14. Synergy scores: CSS=19.8, Synergy_ZIP=-2.14, Synergy_Bliss=5.02, Synergy_Loewe=-5.89, Synergy_HSA=2.48.